Dataset: Catalyst prediction with 721,799 reactions and 888 catalyst types from USPTO. Task: Predict which catalyst facilitates the given reaction. Reactant: C([O:3][C:4]([C:6]1[S:10][C:9]([N:11]2[C:15]3[CH:16]=[C:17]([CH2:20][N:21]4[CH2:26][CH2:25][N:24]([CH3:27])[CH2:23][CH2:22]4)[CH:18]=[CH:19][C:14]=3[N:13]=[CH:12]2)=[N:8][C:7]=1[C:28]1[CH:33]=[CH:32][CH:31]=[CH:30][CH:29]=1)=[O:5])C.O1CCCC1.[OH-].[Li+]. Product: [CH3:27][N:24]1[CH2:25][CH2:26][N:21]([CH2:20][C:17]2[CH:18]=[CH:19][C:14]3[N:13]=[CH:12][N:11]([C:9]4[S:10][C:6]([C:4]([OH:5])=[O:3])=[C:7]([C:28]5[CH:33]=[CH:32][CH:31]=[CH:30][CH:29]=5)[N:8]=4)[C:15]=3[CH:16]=2)[CH2:22][CH2:23]1. The catalyst class is: 6.